Task: Predict the reaction yield, written as a fraction of the theoretical maximum amount of product (1.0 means a 100% yield; for example, 0.34 means a 34% yield).. Dataset: Reaction yield outcomes from USPTO patents with 853,638 reactions (1) The reactants are [C:1]([O:5][C:6]([NH:8][CH:9]([CH2:13][C:14]1[C:19]([CH3:20])=[CH:18][C:17]([OH:21])=[CH:16][C:15]=1[CH3:22])[C:10]([OH:12])=O)=[O:7])([CH3:4])([CH3:3])[CH3:2].[CH:23]([NH:26][CH:27]([C:29]1[NH:30][CH:31]=[C:32]([C:34]2[CH:39]=[CH:38][CH:37]=[CH:36][CH:35]=2)[N:33]=1)[CH3:28])([CH3:25])[CH3:24].ON1C2C=CC=CC=2N=N1.Cl.CN(C)CCCN=C=NCC. The catalyst is CN(C=O)C. The product is [C:1]([O:5][C:6](=[O:7])[NH:8][CH:9]([C:10](=[O:12])[N:26]([CH:23]([CH3:25])[CH3:24])[CH:27]([C:29]1[NH:30][CH:31]=[C:32]([C:34]2[CH:39]=[CH:38][CH:37]=[CH:36][CH:35]=2)[N:33]=1)[CH3:28])[CH2:13][C:14]1[C:19]([CH3:20])=[CH:18][C:17]([OH:21])=[CH:16][C:15]=1[CH3:22])([CH3:2])([CH3:3])[CH3:4]. The yield is 0.500. (2) The reactants are [F:1][C:2]1[C:11]([CH:12]([C:14]2[N:18]3[N:19]=[C:20]([C:23](=O)[CH3:24])[CH:21]=[CH:22][C:17]3=[N:16][N:15]=2)[CH3:13])=[C:10]([F:26])[CH:9]=[C:8]2[C:3]=1[CH:4]=[CH:5][CH:6]=[N:7]2.Cl.[NH2:28][OH:29].Cl.[OH-].[Na+]. The catalyst is CO. The product is [F:1][C:2]1[C:11]([CH:12]([C:14]2[N:18]3[N:19]=[C:20](/[C:23](=[N:28]/[OH:29])/[CH3:24])[CH:21]=[CH:22][C:17]3=[N:16][N:15]=2)[CH3:13])=[C:10]([F:26])[CH:9]=[C:8]2[C:3]=1[CH:4]=[CH:5][CH:6]=[N:7]2. The yield is 0.880. (3) The reactants are [CH:1]1([NH:5][S:6]([C:9]2[CH:10]=[C:11]3[C:16](=[CH:17][CH:18]=2)[NH:15][CH:14]([C:19]2[CH:24]=[CH:23][CH:22]=[C:21](Br)[CH:20]=2)[CH2:13][C:12]3([CH3:27])[CH3:26])(=[O:8])=[O:7])[CH2:4][CH2:3][CH2:2]1.[OH:28][C:29]1[CH:34]=[CH:33][CH:32]=[CH:31][C:30]=1B(O)O.C(=O)([O-])[O-].[Na+].[Na+]. The catalyst is O1CCOCC1.O.C(OCC)(=O)C.C1C=CC([P]([Pd]([P](C2C=CC=CC=2)(C2C=CC=CC=2)C2C=CC=CC=2)([P](C2C=CC=CC=2)(C2C=CC=CC=2)C2C=CC=CC=2)[P](C2C=CC=CC=2)(C2C=CC=CC=2)C2C=CC=CC=2)(C2C=CC=CC=2)C2C=CC=CC=2)=CC=1. The product is [CH:1]1([NH:5][S:6]([C:9]2[CH:10]=[C:11]3[C:16](=[CH:17][CH:18]=2)[NH:15][CH:14]([C:19]2[CH:20]=[C:21]([C:30]4[CH:31]=[CH:32][CH:33]=[CH:34][C:29]=4[OH:28])[CH:22]=[CH:23][CH:24]=2)[CH2:13][C:12]3([CH3:27])[CH3:26])(=[O:8])=[O:7])[CH2:4][CH2:3][CH2:2]1. The yield is 0.534. (4) The product is [CH2:18]([O:17][C:15](=[O:16])[C:14]([CH3:21])([S:7][CH:4]1[CH2:5][CH2:6][O:1][CH2:2][CH2:3]1)[CH3:20])[CH3:19]. The yield is 0.710. The reactants are [O:1]1[CH2:6][CH2:5][CH:4]([S:7]C(=O)C)[CH2:3][CH2:2]1.[OH-].[K+].Br[C:14]([CH3:21])([CH3:20])[C:15]([O:17][CH2:18][CH3:19])=[O:16]. The catalyst is C(O)C. (5) The reactants are [CH3:1][C:2]1[N:6]([CH2:7][C:8]2[CH:13]=[CH:12][C:11]([N+:14]([O-])=O)=[CH:10][CH:9]=2)[CH:5]=[N:4][CH:3]=1. The catalyst is [C].[Pd].C(O)C. The product is [NH2:14][C:11]1[CH:12]=[CH:13][C:8]([CH2:7][N:6]2[C:2]([CH3:1])=[CH:3][N:4]=[CH:5]2)=[CH:9][CH:10]=1. The yield is 0.970. (6) The reactants are [NH2:1][CH2:2][C:3]1([C:16]2[CH:21]=[CH:20][CH:19]=[CH:18][CH:17]=2)[CH2:8][CH2:7][N:6]([C:9]([O:11]C(C)(C)C)=[O:10])[CH2:5][CH2:4]1.[F:22][C:23]1[C:24]([C:42]([OH:44])=O)=[N:25][CH:26]=[CH:27][C:28]=1[S:29][C:30]1[S:34][C:33]([NH:35][C:36]2[CH:41]=[CH:40][CH:39]=[CH:38][N:37]=2)=[N:32][CH:31]=1.[CH3:45]CN=C=NCCCN(C)C.[CH:56]1[CH:57]=CC2N(O)N=N[C:60]=2[CH:61]=1.C(N(C(C)C)CC)(C)C. The catalyst is CN1C(=O)CCC1.O. The product is [F:22][C:23]1[C:24]([C:42]([NH:1][CH2:2][C:3]2([C:16]3[CH:17]=[CH:18][CH:19]=[CH:20][CH:21]=3)[CH2:4][CH2:5][N:6]([C:9]([O:11][CH2:57][CH2:56][CH2:61][CH3:60])=[O:10])[CH2:7][CH2:8]2)=[O:44])=[N:25][CH:26]=[CH:27][C:28]=1[S:29][C:30]1[S:34][C:33]([NH:35][C:36]2[CH:41]=[C:40]([CH3:45])[CH:39]=[CH:38][N:37]=2)=[N:32][CH:31]=1. The yield is 0.390. (7) The reactants are [NH2:1][C:2]1[C:3]([CH3:28])=[C:4]([CH2:21][CH2:22][C:23](OCC)=[O:24])[C:5]2[O:9][CH2:8][CH:7]([C:10]3[CH:15]=[CH:14][C:13]([CH:16]([CH3:18])[CH3:17])=[CH:12][CH:11]=3)[C:6]=2[C:19]=1[CH3:20].[H-].[Al+3].[Li+].[H-].[H-].[H-].O. The catalyst is C1COCC1. The product is [NH2:1][C:2]1[C:3]([CH3:28])=[C:4]([CH2:21][CH2:22][CH2:23][OH:24])[C:5]2[O:9][CH2:8][CH:7]([C:10]3[CH:11]=[CH:12][C:13]([CH:16]([CH3:18])[CH3:17])=[CH:14][CH:15]=3)[C:6]=2[C:19]=1[CH3:20]. The yield is 0.660. (8) The reactants are [Br:1][C:2]1[CH:7]=[CH:6][C:5]([NH:8][C:9](=[O:21])/[CH:10]=[CH:11]/[C:12]2[CH:17]=[CH:16][C:15]([F:18])=[C:14]([C:19]#N)[CH:13]=2)=[CH:4][CH:3]=1.S(=O)(=O)(O)[OH:23].[OH2:27]. The catalyst is C(O)(=O)C. The product is [Br:1][C:2]1[CH:7]=[CH:6][C:5]([NH:8][C:9](=[O:21])/[CH:10]=[CH:11]/[C:12]2[CH:17]=[CH:16][C:15]([F:18])=[C:14]([C:19]([OH:23])=[O:27])[CH:13]=2)=[CH:4][CH:3]=1. The yield is 0.320.